This data is from Forward reaction prediction with 1.9M reactions from USPTO patents (1976-2016). The task is: Predict the product of the given reaction. (1) Given the reactants CC(OI1(OC(C)=O)(OC(C)=O)OC(=O)C2C=CC=CC1=2)=O.N1C=CC=CC=1.[OH:29][CH2:30][CH2:31][O:32][CH2:33][CH2:34][O:35][CH2:36][CH2:37][C:38]([O:40][C:41]([CH3:44])([CH3:43])[CH3:42])=[O:39].[O-]S([O-])(=S)=O.[Na+].[Na+].C([O-])(O)=O.[Na+], predict the reaction product. The product is: [O:29]=[CH:30][CH2:31][O:32][CH2:33][CH2:34][O:35][CH2:36][CH2:37][C:38]([O:40][C:41]([CH3:44])([CH3:43])[CH3:42])=[O:39]. (2) The product is: [CH3:1][C@H:2]1[C:9]([S:10][C@@H:11]2[CH2:15][NH:14][C@H:13]([C:16]([N:18]([CH3:19])[CH3:20])=[O:17])[CH2:12]2)=[C:8]([C:21]([OH:23])=[O:22])[N:7]2[C@H:3]1[C@@H:4]([C@H:24]([OH:26])[CH3:25])[C:5]2=[O:6].[OH2:27].[OH2:37].[OH2:6]. Given the reactants [CH3:1][C@H:2]1[C:9]([S:10][C@@H:11]2[CH2:15][NH:14][C@H:13]([C:16]([N:18]([CH3:20])[CH3:19])=[O:17])[CH2:12]2)=[C:8]([C:21]([OH:23])=[O:22])[N:7]2[C@H:3]1[C@@H:4]([C@H:24]([OH:26])[CH3:25])[C:5]2=[O:6].[OH:27]P([O-])(O)=O.[K+].C(Cl)Cl.C[OH:37], predict the reaction product. (3) Given the reactants [NH:1]1[CH:5]=[CH:4][N:3]=[CH:2]1.[H-].[Na+].Cl[CH:9]1[CH2:14][CH2:13][CH2:12][CH2:11][O:10]1.Cl.O1C=CCCC1, predict the reaction product. The product is: [O:10]1[CH2:11][CH2:12][CH2:13][CH2:14][CH:9]1[N:1]1[CH:5]=[CH:4][N:3]=[CH:2]1. (4) Given the reactants C(Cl)(=O)C(Cl)=O.[F:7][C:8]1[CH:16]=[CH:15][C:11]([C:12]([OH:14])=O)=[CH:10][CH:9]=1.CCN(C(C)C)C(C)C.[CH3:26][O:27][C:28]1[CH:29]=[C:30]([CH2:36][CH2:37][C:38]2[CH:39]=[C:40]([NH2:43])[NH:41][N:42]=2)[CH:31]=[C:32]([O:34][CH3:35])[CH:33]=1, predict the reaction product. The product is: [CH3:35][O:34][C:32]1[CH:31]=[C:30]([CH2:36][CH2:37][C:38]2[CH:39]=[C:40]([NH:43][C:12](=[O:14])[C:11]3[CH:10]=[CH:9][C:8]([F:7])=[CH:16][CH:15]=3)[NH:41][N:42]=2)[CH:29]=[C:28]([O:27][CH3:26])[CH:33]=1.